Dataset: Full USPTO retrosynthesis dataset with 1.9M reactions from patents (1976-2016). Task: Predict the reactants needed to synthesize the given product. (1) Given the product [Cl:22][CH2:20][S:19][C:17]1[CH:18]=[C:2]([CH3:1])[C:3]([O:4][Si:5]([CH:12]([CH3:14])[CH3:13])([CH:6]([CH3:7])[CH3:8])[CH:9]([CH3:10])[CH3:11])=[C:15]([CH3:21])[CH:16]=1, predict the reactants needed to synthesize it. The reactants are: [CH3:1][C:2]1[CH:18]=[C:17]([S:19][CH3:20])[CH:16]=[C:15]([CH3:21])[C:3]=1[O:4][Si:5]([CH:12]([CH3:14])[CH3:13])([CH:9]([CH3:11])[CH3:10])[CH:6]([CH3:8])[CH3:7].[Cl:22]N1C(=O)CCC1=O. (2) Given the product [Cl:1][C:2]1[S:6][C:5]([CH2:7][N:8]2[C:16]3[C:11](=[CH:12][CH:13]=[CH:14][CH:15]=3)[C:10]([CH:17]3[CH2:22][CH2:21][N:20]([CH2:34][CH2:33][O:32][C:27]4[CH:28]=[CH:29][CH:30]=[CH:31][C:26]=4[C:25]([OH:36])=[O:24])[CH2:19][CH2:18]3)=[CH:9]2)=[CH:4][CH:3]=1, predict the reactants needed to synthesize it. The reactants are: [Cl:1][C:2]1[S:6][C:5]([CH2:7][N:8]2[C:16]3[C:11](=[CH:12][CH:13]=[CH:14][CH:15]=3)[C:10]([CH:17]3[CH2:22][CH2:21][NH:20][CH2:19][CH2:18]3)=[CH:9]2)=[CH:4][CH:3]=1.C[O:24][C:25](=[O:36])[C:26]1[CH:31]=[CH:30][CH:29]=[CH:28][C:27]=1[O:32][CH2:33][CH2:34]Cl. (3) Given the product [N:1]1[CH:6]=[CH:5][CH:4]=[CH:3][C:2]=1[CH:7]([OH:8])[C:9]#[CH:10], predict the reactants needed to synthesize it. The reactants are: [N:1]1[CH:6]=[CH:5][CH:4]=[CH:3][C:2]=1[CH:7]=[O:8].[C:9]([Mg]Br)#[CH:10]. (4) Given the product [NH2:4][C:11]1[C:10]2[C:19]([F:25])=[C:18]([C:26]#[N:27])[C:17]([F:28])=[C:16]([F:15])[C:21]=2[O:14][N:13]=1, predict the reactants needed to synthesize it. The reactants are: C([N:4](CC)C(C)C)(C)C.[CH3:10][C:11](=[N:13][OH:14])C.[F:15][C:16]1[C:21](C#N)=C(F)[C:19]([F:25])=[C:18]([C:26]#[N:27])[C:17]=1[F:28].[Cl-].[NH4+].